Dataset: Forward reaction prediction with 1.9M reactions from USPTO patents (1976-2016). Task: Predict the product of the given reaction. Given the reactants [F:1][CH:2]([F:24])[O:3][C:4]1[CH:9]=[CH:8][C:7]([N:10]2[CH:15]=[CH:14][C:13](=[O:16])[C:12]([C:17](=O)/[CH:18]=[CH:19]/[N:20](C)C)=[N:11]2)=[CH:6][CH:5]=1.[F:25][C:26]1[CH:27]=[C:28]2[C:33](=[CH:34][CH:35]=1)[N:32]=[CH:31][CH:30]=[C:29]2[NH:36]N, predict the reaction product. The product is: [F:1][CH:2]([F:24])[O:3][C:4]1[CH:9]=[CH:8][C:7]([N:10]2[CH:15]=[CH:14][C:13](=[O:16])[C:12]([C:17]3[N:36]([C:29]4[C:28]5[C:33](=[CH:34][CH:35]=[C:26]([F:25])[CH:27]=5)[N:32]=[CH:31][CH:30]=4)[N:20]=[CH:19][CH:18]=3)=[N:11]2)=[CH:6][CH:5]=1.